This data is from Full USPTO retrosynthesis dataset with 1.9M reactions from patents (1976-2016). The task is: Predict the reactants needed to synthesize the given product. (1) Given the product [CH3:3][C:4]1([CH3:18])[CH2:9][O:10][C:11]2[CH:16]=[CH:15][CH:14]=[N:13][C:12]=2[NH:17][C:5]1=[O:6], predict the reactants needed to synthesize it. The reactants are: [H-].[Na+].[CH3:3][C:4]([CH3:18])([CH2:9][O:10][C:11]1[C:12]([NH2:17])=[N:13][CH:14]=[CH:15][CH:16]=1)[C:5](OC)=[O:6]. (2) Given the product [F:1][C:18]1([F:2])[CH2:19][CH2:20][N:14]2[N:13]=[N:12][N:11]=[C:15]2[CH2:16][CH2:17]1, predict the reactants needed to synthesize it. The reactants are: [FH:1].[FH:2].F.C(N(CC)CC)C.[N:11]1[N:12]=[N:13][N:14]2[CH2:20][CH2:19][C:18](=O)[CH2:17][CH2:16][C:15]=12.C(=O)(O)[O-].[Na+]. (3) Given the product [CH3:13][N:14]([CH3:19])[CH2:15][CH2:16][CH2:17][NH:18][C:8]([NH:7][C:2]1[CH:3]=[CH:4][CH:5]=[CH:6][N:1]=1)=[S:12], predict the reactants needed to synthesize it. The reactants are: [N:1]1[CH:6]=[CH:5][CH:4]=[CH:3][C:2]=1[NH:7][C:8](=[S:12])SCC.[CH3:13][N:14]([CH3:19])[CH2:15][CH2:16][CH2:17][NH2:18]. (4) Given the product [CH2:29]([O:36][C:37]([N:5]1[CH2:6][CH:2]([OH:1])[C@@:3]([CH3:22])([C:15]([O:17][C:18]([CH3:21])([CH3:20])[CH3:19])=[O:16])[CH2:4]1)=[O:38])[C:30]1[CH:35]=[CH:34][CH:33]=[CH:32][CH:31]=1, predict the reactants needed to synthesize it. The reactants are: [OH:1][CH:2]1[CH2:6][N:5]([C@@H](C2C=CC=CC=2)C)[CH2:4][C@:3]1([CH3:22])[C:15]([O:17][C:18]([CH3:21])([CH3:20])[CH3:19])=[O:16].Cl.C(=O)([O-])O.[Na+].[CH2:29]([O:36][C:37](Cl)=[O:38])[C:30]1[CH:35]=[CH:34][CH:33]=[CH:32][CH:31]=1. (5) Given the product [NH2:1][C:4]1[CH:5]=[C:6]([CH:10]([NH:18][C:19]2[C:28]3[C:23](=[C:24]([C:29]([NH2:31])=[O:30])[CH:25]=[CH:26][CH:27]=3)[N:22]=[CH:21][N:20]=2)[CH2:11][CH2:12][N:13]2[CH2:14][CH2:15][CH2:16][CH2:17]2)[CH:7]=[CH:8][CH:9]=1, predict the reactants needed to synthesize it. The reactants are: [N+:1]([C:4]1[CH:5]=[C:6]([CH:10]([NH:18][C:19]2[C:28]3[C:23](=[C:24]([C:29]([NH2:31])=[O:30])[CH:25]=[CH:26][CH:27]=3)[N:22]=[CH:21][N:20]=2)[CH2:11][CH2:12][N:13]2[CH2:17][CH2:16][CH2:15][CH2:14]2)[CH:7]=[CH:8][CH:9]=1)([O-])=O. (6) The reactants are: Cl.[N:2]1[CH:7]=[CH:6][CH:5]=[CH:4][C:3]=1[N:8]([CH2:32][CH2:33][C:34]([O:36][CH3:37])=[O:35])[C:9]([C:11]1[CH:31]=[CH:30][C:14]2[N:15]([CH3:29])[C:16]([CH2:18][NH:19][C:20]3[CH:25]=[CH:24][C:23]([C:26](=[NH:28])[NH2:27])=[CH:22][CH:21]=3)=[N:17][C:13]=2[CH:12]=1)=[O:10].[C:38](Cl)(=[O:45])[C:39]1[CH:44]=[CH:43][CH:42]=[CH:41][CH:40]=1. Given the product [N:2]1[CH:7]=[CH:6][CH:5]=[CH:4][C:3]=1[N:8]([CH2:32][CH2:33][C:34]([O:36][CH3:37])=[O:35])[C:9]([C:11]1[CH:31]=[CH:30][C:14]2[N:15]([CH3:29])[C:16]([CH2:18][NH:19][C:20]3[CH:25]=[CH:24][C:23]([C:26](=[NH:27])[NH:28][C:38](=[O:45])[C:39]4[CH:44]=[CH:43][CH:42]=[CH:41][CH:40]=4)=[CH:22][CH:21]=3)=[N:17][C:13]=2[CH:12]=1)=[O:10], predict the reactants needed to synthesize it.